This data is from NCI-60 drug combinations with 297,098 pairs across 59 cell lines. The task is: Regression. Given two drug SMILES strings and cell line genomic features, predict the synergy score measuring deviation from expected non-interaction effect. (1) Drug 1: CC1=C2C(C(=O)C3(C(CC4C(C3C(C(C2(C)C)(CC1OC(=O)C(C(C5=CC=CC=C5)NC(=O)OC(C)(C)C)O)O)OC(=O)C6=CC=CC=C6)(CO4)OC(=O)C)OC)C)OC. Drug 2: CC1=C2C(C(=O)C3(C(CC4C(C3C(C(C2(C)C)(CC1OC(=O)C(C(C5=CC=CC=C5)NC(=O)C6=CC=CC=C6)O)O)OC(=O)C7=CC=CC=C7)(CO4)OC(=O)C)O)C)OC(=O)C. Cell line: OVCAR-8. Synergy scores: CSS=75.6, Synergy_ZIP=0.876, Synergy_Bliss=-0.527, Synergy_Loewe=0.782, Synergy_HSA=2.76. (2) Drug 1: C1CCN(CC1)CCOC2=CC=C(C=C2)C(=O)C3=C(SC4=C3C=CC(=C4)O)C5=CC=C(C=C5)O. Drug 2: CC1=CC=C(C=C1)C2=CC(=NN2C3=CC=C(C=C3)S(=O)(=O)N)C(F)(F)F. Cell line: U251. Synergy scores: CSS=6.75, Synergy_ZIP=-1.83, Synergy_Bliss=-0.507, Synergy_Loewe=0.515, Synergy_HSA=0.0667. (3) Drug 1: C1CCC(C1)C(CC#N)N2C=C(C=N2)C3=C4C=CNC4=NC=N3. Drug 2: CC1C(C(=O)NC(C(=O)N2CCCC2C(=O)N(CC(=O)N(C(C(=O)O1)C(C)C)C)C)C(C)C)NC(=O)C3=C4C(=C(C=C3)C)OC5=C(C(=O)C(=C(C5=N4)C(=O)NC6C(OC(=O)C(N(C(=O)CN(C(=O)C7CCCN7C(=O)C(NC6=O)C(C)C)C)C)C(C)C)C)N)C. Cell line: A549. Synergy scores: CSS=16.3, Synergy_ZIP=3.64, Synergy_Bliss=9.90, Synergy_Loewe=8.75, Synergy_HSA=8.58.